Dataset: Reaction yield outcomes from USPTO patents with 853,638 reactions. Task: Predict the reaction yield, written as a fraction of the theoretical maximum amount of product (1.0 means a 100% yield; for example, 0.34 means a 34% yield). (1) The reactants are [Br:1][C:2]1[CH:3]=[C:4]2[C:10]([CH3:11])=[N:9][NH:8][C:5]2=[N:6][CH:7]=1.[C:12]([O:16][C:17](O[C:17]([O:16][C:12]([CH3:15])([CH3:14])[CH3:13])=[O:18])=[O:18])([CH3:15])([CH3:14])[CH3:13]. The catalyst is C(#N)C. The product is [Br:1][C:2]1[CH:3]=[C:4]2[C:10]([CH3:11])=[N:9][N:8]([C:17]([O:16][C:12]([CH3:15])([CH3:14])[CH3:13])=[O:18])[C:5]2=[N:6][CH:7]=1. The yield is 0.860. (2) The reactants are [C:1]([O:5][C:6]([N:8]1[CH2:12][C@H:11]([F:13])[CH2:10][C@H:9]1[C:14]([OH:16])=O)=[O:7])([CH3:4])([CH3:3])[CH3:2].CCN(C(C)C)C(C)C.CN(C(ON1N=NC2C=CC=NC1=2)=[N+](C)C)C.F[P-](F)(F)(F)(F)F.[F:50][C:51]1[N:56]=[C:55]([CH2:57][NH2:58])[CH:54]=[C:53]([C:59]2[CH:64]=[CH:63][C:62]([C:65]([F:68])([F:67])[F:66])=[CH:61][N:60]=2)[CH:52]=1. The catalyst is CN(C)C=O.C(OCC)(=O)C. The product is [F:13][C@H:11]1[CH2:12][N:8]([C:6]([O:5][C:1]([CH3:2])([CH3:3])[CH3:4])=[O:7])[C@H:9]([C:14](=[O:16])[NH:58][CH2:57][C:55]2[CH:54]=[C:53]([C:59]3[CH:64]=[CH:63][C:62]([C:65]([F:66])([F:68])[F:67])=[CH:61][N:60]=3)[CH:52]=[C:51]([F:50])[N:56]=2)[CH2:10]1. The yield is 0.370. (3) The reactants are [C:1]1([CH2:7][O:8][C:9]2[CH:17]=[CH:16][CH:15]=[CH:14][C:10]=2[C:11]([OH:13])=[O:12])[CH:6]=[CH:5][CH:4]=[CH:3][CH:2]=1.[Br:18][CH2:19][CH2:20][CH2:21]O.Cl.CN(C)CCCN=C=NCC. The catalyst is CN(C)C1C=CN=CC=1.ClCCl. The product is [C:1]1([CH2:7][O:8][C:9]2[CH:17]=[CH:16][CH:15]=[CH:14][C:10]=2[C:11]([O:13][CH2:21][CH2:20][CH2:19][Br:18])=[O:12])[CH:2]=[CH:3][CH:4]=[CH:5][CH:6]=1. The yield is 0.580. (4) The reactants are [N+]([O-])([O-])=O.[K+].[Cl:6][C:7]1[CH:8]=[CH:9][CH:10]=[C:11]2[C:16]=1[N:15]=[CH:14][C:13](SS[C:13]1[CH:14]=[N:15][C:16]3[C:11]([CH:12]=1)=[CH:10][CH:9]=[CH:8][C:7]=3[Cl:6])=[CH:12]2.[S:30]([Cl:34])(Cl)(=[O:32])=[O:31].C(=O)([O-])[O-].[Na+].[Na+]. The catalyst is C(#N)C. The product is [Cl:6][C:7]1[CH:8]=[CH:9][CH:10]=[C:11]2[C:16]=1[N:15]=[CH:14][C:13]([S:30]([Cl:34])(=[O:32])=[O:31])=[CH:12]2. The yield is 0.510. (5) The catalyst is O.CN(C)C=O.C1C=CC([P]([Pd]([P](C2C=CC=CC=2)(C2C=CC=CC=2)C2C=CC=CC=2)([P](C2C=CC=CC=2)(C2C=CC=CC=2)C2C=CC=CC=2)[P](C2C=CC=CC=2)(C2C=CC=CC=2)C2C=CC=CC=2)(C2C=CC=CC=2)C2C=CC=CC=2)=CC=1. The yield is 0.180. The product is [CH3:1][C:2]1[N:3]=[C:4]2[NH:27][C:59](=[O:60])[N:18]([C@H:19]([C:21]3[CH:26]=[CH:25][CH:24]=[CH:23][CH:22]=3)[CH3:20])[C:5]2=[N:6][C:7]=1[C:8]1[CH:17]=[CH:16][CH:15]=[C:14]2[C:9]=1[CH:10]=[CH:11][CH:12]=[N:13]2. The reactants are [CH3:1][C:2]1[N:3]=[C:4]([NH2:27])[C:5]([NH:18][C@H:19]([C:21]2[CH:26]=[CH:25][CH:24]=[CH:23][CH:22]=2)[CH3:20])=[N:6][C:7]=1[C:8]1[CH:17]=[CH:16][CH:15]=[C:14]2[C:9]=1[CH:10]=[CH:11][CH:12]=[N:13]2.BrC1N=C(N[C@H](C2C=CC=CC=2)C)C(N)=NC=1C.N1C2C=CC=C(B(O)O)C=2C=CC=1.[C:59](=O)([O-])[O-:60].[K+].[K+]. (6) The reactants are [NH2:1][C:2]1[CH:3]=[CH:4][C:5]([CH2:8][C:9]([O:11][CH2:12][CH3:13])=[O:10])=[N:6][CH:7]=1.[C:14](O[C:14]([O:16][C:17]([CH3:20])([CH3:19])[CH3:18])=[O:15])([O:16][C:17]([CH3:20])([CH3:19])[CH3:18])=[O:15]. The catalyst is O1CCOCC1. The product is [C:17]([O:16][C:14]([NH:1][C:2]1[CH:3]=[CH:4][C:5]([CH2:8][C:9]([O:11][CH2:12][CH3:13])=[O:10])=[N:6][CH:7]=1)=[O:15])([CH3:20])([CH3:19])[CH3:18]. The yield is 0.850. (7) The reactants are [CH3:1][O:2][C:3]1[CH:4]=[C:5]([CH:23]=[CH:24][CH:25]=1)[CH2:6][C:7]1[C:16]2[C:11](=[CH:12][C:13]([O:19][CH3:20])=[C:14]([O:17][CH3:18])[CH:15]=2)[C:10]([CH2:21]O)=[CH:9][N:8]=1.C(N(CC)CC)C.CS([Cl:37])(=O)=O. The catalyst is C(Cl)Cl. The product is [CH3:1][O:2][C:3]1[CH:4]=[C:5]([CH:23]=[CH:24][CH:25]=1)[CH2:6][C:7]1[C:16]2[C:11](=[CH:12][C:13]([O:19][CH3:20])=[C:14]([O:17][CH3:18])[CH:15]=2)[C:10]([CH2:21][Cl:37])=[CH:9][N:8]=1. The yield is 1.00. (8) The yield is 0.318. The product is [Cl:21][C:22]1[CH:23]=[CH:24][C:25]([N:29]2[CH2:30][CH2:31][CH2:32][CH2:33][CH2:34]2)=[C:26]([NH:27][C:2](=[O:9])[C:3]2[CH:8]=[CH:7][N:6]=[CH:5][CH:4]=2)[CH:28]=1. The reactants are Cl.[C:2](Cl)(=[O:9])[C:3]1[CH:8]=[CH:7][N:6]=[CH:5][CH:4]=1.C(N(CC)CC)C.ClCCl.[Cl:21][C:22]1[CH:23]=[CH:24][C:25]([N:29]2[CH2:34][CH2:33][CH2:32][CH2:31][CH2:30]2)=[C:26]([CH:28]=1)[NH2:27]. The catalyst is CN(C)C1C=CN=CC=1.O. (9) The reactants are N1(C([O:9][C:10]2[C:15]([O:16][CH2:17][CH:18]=[CH2:19])=[CH:14][CH:13]=[CH:12][C:11]=2[C:20](=[O:22])[CH3:21])=O)CCOCC1.[N:23]1[CH:28]=[CH:27]C=[CH:25][CH:24]=1.[OH-:29].[K+].[C:31](O)(=[O:33])C. No catalyst specified. The product is [CH2:17]([O:16][C:15]1[C:10]([OH:9])=[C:11]([C:20](=[O:22])[CH2:21][C:31]([N:23]2[CH2:24][CH2:25][O:29][CH2:27][CH2:28]2)=[O:33])[CH:12]=[CH:13][CH:14]=1)[CH:18]=[CH2:19]. The yield is 0.620.